From a dataset of Forward reaction prediction with 1.9M reactions from USPTO patents (1976-2016). Predict the product of the given reaction. (1) Given the reactants FC(F)(F)C([N:5]([C@@H:13]1[CH2:15][C@H:14]1[C:16]1[CH:21]=[CH:20][CH:19]=[CH:18][CH:17]=1)[CH2:6][CH:7]1[CH2:12][CH2:11][NH:10][CH2:9][CH2:8]1)=O.[CH:24]([C:26]1[O:27][CH:28]=[C:29]([C:31]([O:33]CC)=[O:32])[N:30]=1)=O.C(O[BH-](OC(=O)C)OC(=O)C)(=O)C.[Na+].[OH-].[Na+], predict the reaction product. The product is: [C:16]1([C@@H:14]2[CH2:15][C@H:13]2[NH:5][CH2:6][CH:7]2[CH2:8][CH2:9][N:10]([CH2:24][C:26]3[O:27][CH:28]=[C:29]([C:31]([OH:33])=[O:32])[N:30]=3)[CH2:11][CH2:12]2)[CH:17]=[CH:18][CH:19]=[CH:20][CH:21]=1. (2) Given the reactants O=[C:2]1[C:7]([C:8]([O:10][CH3:11])=[O:9])=[CH:6][CH:5]=[CH:4][O:3]1.[F:12][C:13]1[CH:19]=[CH:18][C:16]([NH2:17])=[CH:15][CH:14]=1.Cl.CN(C)CCCN=C=NCC.Cl, predict the reaction product. The product is: [F:12][C:13]1[CH:19]=[CH:18][C:16]([N:17]2[CH:4]=[CH:5][CH:6]=[C:7]([C:8]([O:10][CH3:11])=[O:9])[C:2]2=[O:3])=[CH:15][CH:14]=1. (3) Given the reactants [Cl:1][C:2]1[CH:3]=[C:4]([C@@H:12]([CH2:16][C@H:17]2[CH2:21][CH2:20][C:19](=[O:22])[CH2:18]2)[C:13](O)=[O:14])[CH:5]=[CH:6][C:7]=1[S:8]([CH3:11])(=[O:10])=[O:9].C(Cl)(=O)C([Cl:26])=O, predict the reaction product. The product is: [Cl:1][C:2]1[CH:3]=[C:4]([C@@H:12]([CH2:16][C@H:17]2[CH2:21][CH2:20][C:19](=[O:22])[CH2:18]2)[C:13]([Cl:26])=[O:14])[CH:5]=[CH:6][C:7]=1[S:8]([CH3:11])(=[O:10])=[O:9]. (4) The product is: [CH2:1]([O:8][C:9]1[CH:14]=[CH:13][CH:12]=[C:11]([CH2:18][CH2:19][CH2:20][CH3:21])[N:10]=1)[C:2]1[CH:7]=[CH:6][CH:5]=[CH:4][CH:3]=1. Given the reactants [CH2:1]([O:8][C:9]1[CH:14]=[CH:13][CH:12]=[C:11](Cl)[N:10]=1)[C:2]1[CH:7]=[CH:6][CH:5]=[CH:4][CH:3]=1.CN1[CH2:21][CH2:20][CH2:19][C:18]1=O.C([Mg]Br)CCC, predict the reaction product. (5) Given the reactants [SH:1][C:2]1[CH:7]=[CH:6][N:5]=[CH:4][CH:3]=1.C(N(CC)C(C)C)(C)C.CS(O[CH2:22][C:23]1[O:24][C:25]([C:36]2[CH:41]=[CH:40][C:39]([O:42][CH2:43][C:44]3[CH:49]=[CH:48][CH:47]=[CH:46][CH:45]=3)=[CH:38][CH:37]=2)=[C:26]([C:28]2[CH:29]=[N:30][C:31]([O:34][CH3:35])=[CH:32][CH:33]=2)[N:27]=1)(=O)=O.O, predict the reaction product. The product is: [CH2:43]([O:42][C:39]1[CH:38]=[CH:37][C:36]([C:25]2[O:24][C:23]([CH2:22][S:1][C:2]3[CH:7]=[CH:6][N:5]=[CH:4][CH:3]=3)=[N:27][C:26]=2[C:28]2[CH:33]=[CH:32][C:31]([O:34][CH3:35])=[N:30][CH:29]=2)=[CH:41][CH:40]=1)[C:44]1[CH:49]=[CH:48][CH:47]=[CH:46][CH:45]=1. (6) Given the reactants [P:1](=[O:5])([OH:4])([OH:3])[OH:2].[NH4+].[NH4+].[NH4+].[NH4+].[NH4+].[NH4+].O.[OH-].[OH-].[OH-].[OH:16][W:17]([O:46][W:47]([O:16][W:17]([O-])(=[O:18])=[O:19])(=[O:49])=[O:48])(=[O:19])=[O:18].[OH:29][W:30]([O:29][W:30]([O:46][W:47]([O:16][W:17]([O-])(=[O:18])=[O:19])(=[O:49])=[O:48])(=[O:32])=[O:31])(=[O:32])=[O:31].[OH:46][W:47]([O:29][W:30](O[W](O[W]([O-])(=O)=O)(=O)=O)(=[O:32])=[O:31])(=[O:49])=[O:48].[W], predict the reaction product. The product is: [OH2:2].[OH:3][P:1]([OH:5])([OH:4])=[O:2].[O:16]=[W:17](=[O:19])=[O:18].[O:29]=[W:30](=[O:32])=[O:31].[O:46]=[W:47](=[O:49])=[O:48].[O:16]=[W:17](=[O:19])=[O:18].[O:16]=[W:17](=[O:19])=[O:18].[O:16]=[W:17](=[O:19])=[O:18].[O:16]=[W:17](=[O:19])=[O:18].[O:16]=[W:17](=[O:19])=[O:18].[O:16]=[W:17](=[O:19])=[O:18].[O:16]=[W:17](=[O:19])=[O:18].[O:16]=[W:17](=[O:19])=[O:18].[O:16]=[W:17](=[O:19])=[O:18]. (7) Given the reactants [Br:1][C:2]1[CH:3]=[C:4]2[C:8](=[CH:9][CH:10]=1)[C:7](=[O:11])[CH2:6][CH2:5]2.C[N+:13]1([O-])[CH2:18]COCC1.[CH3:20][Si:21](C#N)([CH3:23])[CH3:22], predict the reaction product. The product is: [Br:1][C:2]1[CH:3]=[C:4]2[C:8](=[CH:9][CH:10]=1)[C:7]([O:11][Si:21]([CH3:23])([CH3:22])[CH3:20])([C:18]#[N:13])[CH2:6][CH2:5]2.